From a dataset of Serine/threonine kinase 33 screen with 319,792 compounds. Binary Classification. Given a drug SMILES string, predict its activity (active/inactive) in a high-throughput screening assay against a specified biological target. (1) The compound is Clc1cc2N(CC(=O)N3CCOCC3)C(=O)COc2cc1. The result is 0 (inactive). (2) The compound is O=C(NCCC)C(NC(=O)Cc1ccccc1)Cc1ccccc1. The result is 0 (inactive).